The task is: Predict which catalyst facilitates the given reaction.. This data is from Catalyst prediction with 721,799 reactions and 888 catalyst types from USPTO. (1) Reactant: [Cl:1][C:2]1[N:7]=[C:6]([C:8](O)=[O:9])[C:5]2[C:11]([O:33][CH3:34])=[N:12][N:13]([C:14]([C:27]3[CH:32]=[CH:31][CH:30]=[CH:29][CH:28]=3)([C:21]3[CH:26]=[CH:25][CH:24]=[CH:23][CH:22]=3)[C:15]3[CH:20]=[CH:19][CH:18]=[CH:17][CH:16]=3)[C:4]=2[CH:3]=1.[C:35]([NH:38][NH2:39])(=[O:37])[CH3:36].C(Cl)CCl.C1C=CC2N(O)N=NC=2C=1.CCN(C(C)C)C(C)C.[NH4+].[Cl-]. Product: [C:35]([NH:38][NH:39][C:8]([C:6]1[C:5]2[C:11]([O:33][CH3:34])=[N:12][N:13]([C:14]([C:21]3[CH:22]=[CH:23][CH:24]=[CH:25][CH:26]=3)([C:15]3[CH:16]=[CH:17][CH:18]=[CH:19][CH:20]=3)[C:27]3[CH:28]=[CH:29][CH:30]=[CH:31][CH:32]=3)[C:4]=2[CH:3]=[C:2]([Cl:1])[N:7]=1)=[O:9])(=[O:37])[CH3:36]. The catalyst class is: 31. (2) Reactant: [S:1]1[CH:5]=[CH:4][CH:3]=[C:2]1[C:6]([NH:8][CH2:9][C:10]([OH:12])=[O:11])=O.[CH3:13][O:14][C:15]1[CH:20]=[C:19]([CH:21]=O)[CH:18]=[CH:17][N:16]=1.C([O-])(=O)C.[Na+].C(OC(=O)C)(=O)C. Product: [CH3:13][O:14][C:15]1[CH:20]=[C:19]([CH:21]=[C:9]2[C:10](=[O:11])[O:12][C:6]([C:2]3[S:1][CH:5]=[CH:4][CH:3]=3)=[N:8]2)[CH:18]=[CH:17][N:16]=1. The catalyst class is: 6.